Predict the reactants needed to synthesize the given product. From a dataset of Full USPTO retrosynthesis dataset with 1.9M reactions from patents (1976-2016). (1) Given the product [C:34]([NH:1][C@H:2]1[CH2:7][CH2:6][C@H:5]([NH:8][C:9]([C:11]2[C:15]3[N:16]=[CH:17][N:18]=[C:19]([C:20]4[C:28]5[O:27][CH2:26][O:25][C:24]=5[CH:23]=[CH:22][C:21]=4[O:29][CH2:30][CH:31]4[CH2:33][CH2:32]4)[C:14]=3[NH:13][CH:12]=2)=[O:10])[CH2:4][CH2:3]1)(=[O:36])[CH3:35], predict the reactants needed to synthesize it. The reactants are: [NH2:1][C@H:2]1[CH2:7][CH2:6][C@H:5]([NH:8][C:9]([C:11]2[C:15]3[N:16]=[CH:17][N:18]=[C:19]([C:20]4[C:28]5[O:27][CH2:26][O:25][C:24]=5[CH:23]=[CH:22][C:21]=4[O:29][CH2:30][CH:31]4[CH2:33][CH2:32]4)[C:14]=3[NH:13][CH:12]=2)=[O:10])[CH2:4][CH2:3]1.[C:34](Cl)(=[O:36])[CH3:35]. (2) Given the product [F:43][C:42]([F:45])([F:44])[C:40]([OH:46])=[O:41].[CH3:1][O:2][C:3](=[O:39])[C@@H:4]([NH:14][C:15]([C:17]1[S:18][C:19]([C:28](=[O:38])[NH:29][CH2:30][C:31]2[CH:36]=[CH:35][CH:34]=[C:33]([OH:37])[CH:32]=2)=[CH:20][C:21]=1[C:22]1[CH:27]=[CH:26][CH:25]=[CH:24][CH:23]=1)=[O:16])[CH2:5][NH2:6], predict the reactants needed to synthesize it. The reactants are: [CH3:1][O:2][C:3](=[O:39])[C@@H:4]([NH:14][C:15]([C:17]1[S:18][C:19]([C:28](=[O:38])[NH:29][CH2:30][C:31]2[CH:36]=[CH:35][CH:34]=[C:33]([OH:37])[CH:32]=2)=[CH:20][C:21]=1[C:22]1[CH:27]=[CH:26][CH:25]=[CH:24][CH:23]=1)=[O:16])[CH2:5][NH:6]C(OC(C)(C)C)=O.[C:40]([OH:46])([C:42]([F:45])([F:44])[F:43])=[O:41]. (3) Given the product [ClH:1].[ClH:1].[NH2:2][C:3]1[S:4][C:5]2[CH:11]=[C:10]([NH:12][C:13]([C@@H:15]3[CH2:19][CH2:18][CH2:17][NH:16]3)=[O:14])[CH:9]=[CH:8][C:6]=2[N:7]=1, predict the reactants needed to synthesize it. The reactants are: [ClH:1].[NH2:2][C:3]1[S:4][C:5]2[CH:11]=[C:10]([NH:12][C:13]([C@@H:15]3[CH2:19][CH2:18][CH2:17][N:16]3C(OC(C)(C)C)=O)=[O:14])[CH:9]=[CH:8][C:6]=2[N:7]=1. (4) Given the product [OH:1][C:2]1[CH:14]=[CH:13][C:5]([C:6]([O:8][C:9]([CH3:11])([CH3:12])[CH3:10])=[O:7])=[CH:4][C:3]=1[NH2:15], predict the reactants needed to synthesize it. The reactants are: [OH:1][C:2]1[CH:14]=[CH:13][C:5]([C:6]([O:8][C:9]([CH3:12])([CH3:11])[CH3:10])=[O:7])=[CH:4][C:3]=1[N+:15]([O-])=O. (5) Given the product [C:5]([O:4][C:1]1[C:9](=[CH:15][CH:14]=[CH:13][CH:2]=1)[C:8]([OH:17])=[O:16])(=[O:7])[CH3:6], predict the reactants needed to synthesize it. The reactants are: [C:1]([O:4][C:5](=[O:7])[CH3:6])(=O)[CH3:2].[C:8]([OH:17])(=[O:16])[C:9]1C(=C[CH:13]=[CH:14][CH:15]=1)O. (6) Given the product [Cl:32][C:27]1[CH:26]=[C:25]([S:22]([C:16]2[CH:17]=[CH:18][CH:19]=[CH:20][CH:21]=2)(=[O:23])=[O:24])[CH:30]=[CH:29][C:28]=1[O:1][C:2]1[CH:3]=[C:4]([CH2:12][C:13]([OH:15])=[O:14])[CH:5]=[C:6]([C:8]([F:9])([F:10])[F:11])[CH:7]=1, predict the reactants needed to synthesize it. The reactants are: [OH:1][C:2]1[CH:3]=[C:4]([CH2:12][C:13]([OH:15])=[O:14])[CH:5]=[C:6]([C:8]([F:11])([F:10])[F:9])[CH:7]=1.[C:16]1([S:22]([C:25]2[CH:30]=[CH:29][C:28](F)=[C:27]([Cl:32])[CH:26]=2)(=[O:24])=[O:23])[CH:21]=[CH:20][CH:19]=[CH:18][CH:17]=1. (7) Given the product [Br:1][C:2]1[CH:7]=[CH:6][CH:5]=[CH:4][C:3]=1[C:8]1[C:9]2[CH:16]=[C:15]([CH2:17][O:18][C:19]3[CH:20]=[CH:21][C:22]([C@@H:25]([C:32]#[C:33][CH3:34])[CH2:26][C:27]([OH:29])=[O:28])=[CH:23][CH:24]=3)[CH:14]=[CH:13][C:10]=2[S:11][CH:12]=1, predict the reactants needed to synthesize it. The reactants are: [Br:1][C:2]1[CH:7]=[CH:6][CH:5]=[CH:4][C:3]=1[C:8]1[C:9]2[CH:16]=[C:15]([CH2:17][O:18][C:19]3[CH:24]=[CH:23][C:22]([C@@H:25]([C:32]#[C:33][CH3:34])[CH2:26][C:27]([O:29]CC)=[O:28])=[CH:21][CH:20]=3)[CH:14]=[CH:13][C:10]=2[S:11][CH:12]=1.[Li+].[OH-].Cl.